From a dataset of Reaction yield outcomes from USPTO patents with 853,638 reactions. Predict the reaction yield, written as a fraction of the theoretical maximum amount of product (1.0 means a 100% yield; for example, 0.34 means a 34% yield). (1) The reactants are Br[C:2]1[CH:9]=[C:8]([N:10]2[C:18]3[CH2:17][C:16]([CH3:20])([CH3:19])[CH2:15][C:14](=[O:21])[C:13]=3[C:12]([CH3:22])=[CH:11]2)[CH:7]=[CH:6][C:3]=1[C:4]#[N:5].[NH2:23][C@H:24]1[CH2:29][CH2:28][C@H:27]([OH:30])[CH2:26][CH2:25]1.CC(C)([O-:34])C.[Na+].C1(C)C=CC=CC=1. The catalyst is O.C([O-])(=O)C.[Pd+2].C([O-])(=O)C.C1(P(C2C=CC=CC=2)[C-]2C=CC=C2)C=CC=CC=1.[C-]1(P(C2C=CC=CC=2)C2C=CC=CC=2)C=CC=C1.[Fe+2].CS(C)=O.C(O)C. The product is [OH:30][C@H:27]1[CH2:28][CH2:29][C@H:24]([NH:23][C:2]2[CH:9]=[C:8]([N:10]3[C:18]4[CH2:17][C:16]([CH3:20])([CH3:19])[CH2:15][C:14](=[O:21])[C:13]=4[C:12]([CH3:22])=[CH:11]3)[CH:7]=[CH:6][C:3]=2[C:4]([NH2:5])=[O:34])[CH2:25][CH2:26]1. The yield is 0.470. (2) The reactants are [Cl:1][C:2]1[CH:7]=[C:6]([N+:8]([O-])=O)[CH:5]=[C:4]([F:11])[C:3]=1[F:12].C(O)(=O)C. The catalyst is [Fe].CO. The product is [Cl:1][C:2]1[CH:7]=[C:6]([CH:5]=[C:4]([F:11])[C:3]=1[F:12])[NH2:8]. The yield is 1.00.